This data is from Reaction yield outcomes from USPTO patents with 853,638 reactions. The task is: Predict the reaction yield, written as a fraction of the theoretical maximum amount of product (1.0 means a 100% yield; for example, 0.34 means a 34% yield). (1) The reactants are [CH3:1][C:2]1[C:6]2[CH:7]=[CH:8][C:9]([OH:14])=[C:10]([CH2:11][CH2:12][CH3:13])[C:5]=2[O:4][N:3]=1.[CH2:15]([O:17][C:18](=[O:34])[CH2:19][C@H:20]1[C:28]2[C:23](=[CH:24][C:25]([O:29][CH2:30][CH2:31][CH2:32]Br)=[CH:26][CH:27]=2)[CH2:22][CH2:21]1)[CH3:16].C([O-])([O-])=O.[Cs+].[Cs+]. The catalyst is CN(C=O)C. The product is [CH2:15]([O:17][C:18](=[O:34])[CH2:19][C@H:20]1[C:28]2[C:23](=[CH:24][C:25]([O:29][CH2:30][CH2:31][CH2:32][O:14][C:9]3[CH:8]=[CH:7][C:6]4[C:2]([CH3:1])=[N:3][O:4][C:5]=4[C:10]=3[CH2:11][CH2:12][CH3:13])=[CH:26][CH:27]=2)[CH2:22][CH2:21]1)[CH3:16]. The yield is 0.390. (2) The reactants are [CH3:1][C:2]([CH3:36])([CH3:35])[C:3](=[O:34])[CH2:4][N:5]1[C:10](=[O:11])[C:9]([CH2:12][C:13]2[CH:18]=[CH:17][C:16]([C:19]3[C:20]([C:25]#[N:26])=[CH:21][CH:22]=[CH:23][CH:24]=3)=[CH:15][CH:14]=2)=[C:8]([CH2:27][CH2:28][CH3:29])[N:7]2[N:30]=[C:31]([CH3:33])[N:32]=[C:6]12.[BH4-].[Na+]. The catalyst is CO. The product is [OH:34][CH:3]([C:2]([CH3:1])([CH3:36])[CH3:35])[CH2:4][N:5]1[C:10](=[O:11])[C:9]([CH2:12][C:13]2[CH:14]=[CH:15][C:16]([C:19]3[C:20]([C:25]#[N:26])=[CH:21][CH:22]=[CH:23][CH:24]=3)=[CH:17][CH:18]=2)=[C:8]([CH2:27][CH2:28][CH3:29])[N:7]2[N:30]=[C:31]([CH3:33])[N:32]=[C:6]12. The yield is 0.840. (3) The catalyst is C(OCC)(=O)C.CS(C)=O.O1CCCC1. The reactants are [OH:1][CH2:2][CH2:3][O:4][C@@H:5]1[CH2:10][CH2:9][C@H:8]([N:11]2[C:16](=[O:17])[C:15]([CH2:18][C:19]3[CH:24]=[CH:23][C:22]([C:25]4[C:26]([C:31]#[N:32])=[CH:27][CH:28]=[CH:29][CH:30]=4)=[CH:21][CH:20]=3)=[C:14]([CH2:33][CH2:34][CH3:35])[N:13]3[N:36]=[CH:37][N:38]=[C:12]23)[CH2:7][CH2:6]1.FC(F)(F)S(O[Si](C(C)(C)C)(C)C)(=O)=O.[N:54]1C(C)=CC=CC=1C.[Cl-].O[NH3+].[C:65](=[O:68])([O-])[OH:66].[Na+]. The product is [OH:1][CH2:2][CH2:3][O:4][C@@H:5]1[CH2:10][CH2:9][C@H:8]([N:11]2[C:16](=[O:17])[C:15]([CH2:18][C:19]3[CH:24]=[CH:23][C:22]([C:25]4[CH:30]=[CH:29][CH:28]=[CH:27][C:26]=4[C:31]4[NH:54][C:65](=[O:68])[O:66][N:32]=4)=[CH:21][CH:20]=3)=[C:14]([CH2:33][CH2:34][CH3:35])[N:13]3[N:36]=[CH:37][N:38]=[C:12]23)[CH2:7][CH2:6]1. The yield is 0.340. (4) The reactants are [CH3:1][C:2]1[C:6](/[CH:7]=[CH:8]/[C:9]([O:11]CC)=[O:10])=[C:5]([N:14]2[C:18]3=[N:19][CH:20]=[CH:21][CH:22]=[C:17]3[CH:16]=[CH:15]2)[NH:4][N:3]=1.O1CCCC1.[OH-].[Na+].S([O-])(O)(=O)=O.[K+]. The catalyst is C(O)C. The product is [CH3:1][C:2]1[C:6](/[CH:7]=[CH:8]/[C:9]([OH:11])=[O:10])=[C:5]([N:14]2[C:18]3=[N:19][CH:20]=[CH:21][CH:22]=[C:17]3[CH:16]=[CH:15]2)[NH:4][N:3]=1. The yield is 0.690. (5) The reactants are [N+:1]([C:4]1[CH:5]=[N:6][CH:7]=[CH:8][C:9]=1[C:10]1[CH2:15][CH2:14][CH2:13][CH:12](O)[CH:11]=1)([O-:3])=[O:2].C1(P(C2C=CC=CC=2)C2C=CC=CC=2)C=CC=CC=1.[C:36]1(=[O:46])[NH:40][C:39](=[O:41])[C:38]2=[CH:42][CH:43]=[CH:44][CH:45]=[C:37]12.N(/C(OC(C)(C)C)=O)=N\C(OC(C)(C)C)=O. The catalyst is C1COCC1. The product is [N+:1]([C:4]1[CH:5]=[N:6][CH:7]=[CH:8][C:9]=1[C:10]1[CH2:15][CH2:14][CH2:13][CH:12]([N:40]2[C:36](=[O:46])[C:37]3[C:38](=[CH:42][CH:43]=[CH:44][CH:45]=3)[C:39]2=[O:41])[CH:11]=1)([O-:3])=[O:2]. The yield is 0.630. (6) The reactants are Br[C:2]1[C:11]2[C:6](=[CH:7][CH:8]=[CH:9][CH:10]=2)[N:5]=[CH:4][CH:3]=1.[CH:12]1(B(O)O)[CH2:14][CH2:13]1.C1(P(C2CCCCC2)C2CCCCC2)CCCCC1.[O-]P([O-])([O-])=O.[K+].[K+].[K+]. The catalyst is C1(C)C=CC=CC=1.O. The product is [CH:12]1([C:2]2[C:11]3[C:6](=[CH:7][CH:8]=[CH:9][CH:10]=3)[N:5]=[CH:4][CH:3]=2)[CH2:14][CH2:13]1. The yield is 0.612. (7) The reactants are CS[C:3]([N:6]1[CH2:11][CH2:10][CH2:9][CH2:8][CH:7]1[C:12]1[N:13]=[N:14][N:15]([C:17]2[CH:22]=[CH:21][CH:20]=[C:19]([Cl:23])[CH:18]=2)[N:16]=1)=[N:4][CH3:5].[CH3:24][O:25][C:26]1[CH:35]=[CH:34][C:29]([C:30]([NH:32][NH2:33])=O)=[CH:28][CH:27]=1. The catalyst is C(O)C.O. The product is [Cl:23][C:19]1[CH:18]=[C:17]([N:15]2[N:14]=[N:13][C:12]([CH:7]3[CH2:8][CH2:9][CH2:10][CH2:11][N:6]3[C:3]3[N:4]([CH3:5])[C:30]([C:29]4[CH:34]=[CH:35][C:26]([O:25][CH3:24])=[CH:27][CH:28]=4)=[N:32][N:33]=3)=[N:16]2)[CH:22]=[CH:21][CH:20]=1. The yield is 0.224. (8) The reactants are C([O:3][C:4]([C:6]1[CH:7]=[C:8]2[C:13](=[CH:14][CH:15]=1)[NH:12][CH:11]([C:16]1[CH:21]=[C:20]([N:22]3[CH2:26][CH2:25][CH2:24][CH2:23]3)[CH:19]=[C:18]([F:27])[CH:17]=1)[C:10]([CH3:29])([CH3:28])[CH2:9]2)=[O:5])C.O.[OH-].[Li+].O.Cl. The catalyst is CO.O1CCCC1. The product is [F:27][C:18]1[CH:17]=[C:16]([CH:11]2[C:10]([CH3:28])([CH3:29])[CH2:9][C:8]3[C:13](=[CH:14][CH:15]=[C:6]([C:4]([OH:5])=[O:3])[CH:7]=3)[NH:12]2)[CH:21]=[C:20]([N:22]2[CH2:26][CH2:25][CH2:24][CH2:23]2)[CH:19]=1. The yield is 0.600. (9) The reactants are [OH:1][C:2]1[CH:10]=[C:9]([OH:11])[C:8]([Br:12])=[CH:7][C:3]=1[C:4]([OH:6])=[O:5].C(=O)([O-])[O-].[K+].[K+].[CH2:19](Br)[C:20]1[CH:25]=[CH:24][CH:23]=[CH:22][CH:21]=1.[OH-].[K+].Cl. The catalyst is CN(C=O)C.O.CO. The product is [CH2:19]([O:1][C:2]1[CH:10]=[C:9]([O:11][CH2:4][C:3]2[CH:7]=[CH:8][CH:9]=[CH:10][CH:2]=2)[C:8]([Br:12])=[CH:7][C:3]=1[C:4]([OH:6])=[O:5])[C:20]1[CH:25]=[CH:24][CH:23]=[CH:22][CH:21]=1. The yield is 0.560. (10) The reactants are [CH3:1][S:2]([C:5]1[CH:10]=[CH:9][C:8]([OH:11])=[CH:7][C:6]=1[CH3:12])(=[O:4])=[O:3].ClC1C=C(S(C)(=O)=O)C=CC=1O[CH2:17][C:18]1[C:23](C)=[CH:22][C:21]([CH:25]2[CH2:30][CH2:29][N:28]([C:31]([O:33][C:34]([CH3:37])([CH3:36])[CH3:35])=[O:32])[CH2:27][CH2:26]2)=[CH:20][N:19]=1. No catalyst specified. The product is [CH3:1][S:2]([C:5]1[CH:10]=[CH:9][C:8]([O:11][CH2:17][C:18]2[CH:23]=[CH:22][C:21]([CH:25]3[CH2:26][CH2:27][N:28]([C:31]([O:33][C:34]([CH3:37])([CH3:36])[CH3:35])=[O:32])[CH2:29][CH2:30]3)=[CH:20][N:19]=2)=[CH:7][C:6]=1[CH3:12])(=[O:3])=[O:4]. The yield is 0.350.